From a dataset of Reaction yield outcomes from USPTO patents with 853,638 reactions. Predict the reaction yield, written as a fraction of the theoretical maximum amount of product (1.0 means a 100% yield; for example, 0.34 means a 34% yield). (1) The reactants are [C:1]([O:5][C:6]([NH:8][C:9]1[CH:17]=[CH:16][C:12]([C:13]([OH:15])=O)=[CH:11][CH:10]=1)=[O:7])([CH3:4])([CH3:3])[CH3:2].C1C=CC2N(O)N=NC=2C=1.CCN=C=NCCCN(C)C.CCN(C(C)C)C(C)C.[CH3:48][C:49]12[CH2:56][CH:53]([NH:54][CH2:55]1)[CH2:52][C:51]([CH3:58])([CH3:57])[CH2:50]2. The catalyst is C1COCC1. The product is [C:1]([O:5][C:6](=[O:7])[NH:8][C:9]1[CH:10]=[CH:11][C:12]([C:13]([N:54]2[CH2:55][C:49]3([CH3:48])[CH2:56][CH:53]2[CH2:52][C:51]([CH3:58])([CH3:57])[CH2:50]3)=[O:15])=[CH:16][CH:17]=1)([CH3:2])([CH3:3])[CH3:4]. The yield is 0.770. (2) The reactants are [NH2:1][C:2]1[S:3][CH:4]=[C:5]([C:12]2[O:13][CH:14]=[CH:15][CH:16]=2)[C:6]=1[C:7](OCC)=[O:8].[CH:17]([NH2:19])=O. No catalyst specified. The product is [OH:8][C:7]1[C:6]2[C:5]([C:12]3[O:13][CH:14]=[CH:15][CH:16]=3)=[CH:4][S:3][C:2]=2[N:1]=[CH:17][N:19]=1. The yield is 0.524. (3) The reactants are Br[C:2]1[CH:3]=[C:4]([N:8]([CH2:23][CH:24]([O:29][Si](C(C)(C)C)(C)C)[C:25]([F:28])([F:27])[F:26])[CH2:9][C:10]2[CH:15]=[CH:14][CH:13]=[C:12]([O:16][C:17]([F:22])([F:21])[CH:18]([F:20])[F:19])[CH:11]=2)[CH:5]=[CH:6][CH:7]=1.C(=O)([O-])[O-].[Cs+].[Cs+].[CH3:43][O:44][C:45]1[CH:51]=[CH:50][C:48]([NH2:49])=[CH:47][CH:46]=1.[F-].C([N+](CCCC)(CCCC)CCCC)CCC. The catalyst is C1(C)C=CC=CC=1. The product is [CH3:43][O:44][C:45]1[CH:51]=[CH:50][C:48]([NH:49][C:2]2[CH:3]=[C:4]([N:8]([CH2:9][C:10]3[CH:15]=[CH:14][CH:13]=[C:12]([O:16][C:17]([F:21])([F:22])[CH:18]([F:20])[F:19])[CH:11]=3)[CH2:23][CH:24]([OH:29])[C:25]([F:26])([F:28])[F:27])[CH:5]=[CH:6][CH:7]=2)=[CH:47][CH:46]=1. The yield is 0.730.